This data is from Forward reaction prediction with 1.9M reactions from USPTO patents (1976-2016). The task is: Predict the product of the given reaction. (1) Given the reactants Cl.[Cl:2][C:3]1[CH:8]=[CH:7][C:6]([NH:9][C:10]2[CH:11]=[C:12]([C:17]([NH2:19])=[NH:18])[S:13][C:14]=2[S:15][CH3:16])=[CH:5][CH:4]=1.ClC1C=CC(NC2C=C(C(OC)=S)SC=2C)=CC=1.C[Al](C)C.[NH4+].[Cl-], predict the reaction product. The product is: [Cl:2][C:3]1[CH:4]=[CH:5][C:6]([NH:9][C:10]2[CH:11]=[C:12]([C:17]([NH2:19])=[NH:18])[S:13][C:14]=2[S:15][CH3:16])=[CH:7][CH:8]=1. (2) Given the reactants Cl.Cl.[C:3]1([S:9]([N:12]2[C:16]3[N:17]=[CH:18][N:19]=[C:20]([N:21]4[CH2:26][CH2:25][NH:24][CH2:23][CH2:22]4)[C:15]=3[C:14]([CH3:27])=[CH:13]2)(=[O:11])=[O:10])[CH:8]=[CH:7][CH:6]=[CH:5][CH:4]=1.[C:28]([O:32][C:33]([NH:35][CH2:36][CH:37]([C:41]1[CH:46]=[CH:45][C:44]([Cl:47])=[CH:43][CH:42]=1)[C:38](O)=[O:39])=[O:34])([CH3:31])([CH3:30])[CH3:29].CN(C(ON1N=NC2C=CC=CC1=2)=[N+](C)C)C.F[P-](F)(F)(F)(F)F, predict the reaction product. The product is: [C:28]([O:32][C:33](=[O:34])[NH:35][CH2:36][CH:37]([C:41]1[CH:42]=[CH:43][C:44]([Cl:47])=[CH:45][CH:46]=1)[C:38]([N:24]1[CH2:25][CH2:26][N:21]([C:20]2[C:15]3[C:14]([CH3:27])=[CH:13][N:12]([S:9]([C:3]4[CH:8]=[CH:7][CH:6]=[CH:5][CH:4]=4)(=[O:10])=[O:11])[C:16]=3[N:17]=[CH:18][N:19]=2)[CH2:22][CH2:23]1)=[O:39])([CH3:31])([CH3:29])[CH3:30]. (3) Given the reactants [CH3:1][N:2]([CH3:32])[CH2:3][CH2:4][N:5]1[CH:10]=[C:9]([C:11]2[S:19][C:18]3[C:13](=[N:14][CH:15]=[CH:16][C:17]=3[O:20][C:21]3[CH:26]=[CH:25][C:24]([N+:27]([O-])=O)=[CH:23][C:22]=3[F:30])[CH:12]=2)[CH:8]=[CH:7][C:6]1=[O:31].[BH4-].[Na+], predict the reaction product. The product is: [NH2:27][C:24]1[CH:25]=[CH:26][C:21]([O:20][C:17]2[CH:16]=[CH:15][N:14]=[C:13]3[CH:12]=[C:11]([C:9]4[CH:8]=[CH:7][C:6](=[O:31])[N:5]([CH2:4][CH2:3][N:2]([CH3:1])[CH3:32])[CH:10]=4)[S:19][C:18]=23)=[C:22]([F:30])[CH:23]=1. (4) Given the reactants C([O:4][CH2:5][CH2:6][N:7]1[C:15]([C:16]([OH:19])([CH3:18])[CH3:17])=[N:14][C:13]2[C:8]1=[N:9][C:10](Cl)=[N:11][C:12]=2[N:20]1[CH2:25][CH2:24][O:23][CH2:22][CH2:21]1)(=O)C.[NH:27]1[C:35]2[CH:34]=[CH:33][CH:32]=[C:31](B(O)O)[C:30]=2[CH:29]=[CH:28]1, predict the reaction product. The product is: [OH:4][CH2:5][CH2:6][N:7]1[C:15]([C:16]([OH:19])([CH3:18])[CH3:17])=[N:14][C:13]2[C:8]1=[N:9][C:10]([C:31]1[CH:32]=[CH:33][CH:34]=[C:35]3[C:30]=1[CH:29]=[CH:28][NH:27]3)=[N:11][C:12]=2[N:20]1[CH2:21][CH2:22][O:23][CH2:24][CH2:25]1. (5) Given the reactants [NH2:1][C:2]1[N:7]=[CH:6][C:5]([N:8]2[CH2:13][CH2:12][N:11]([C:14]([C:16]3[CH:21]=[CH:20][CH:19]=[CH:18][C:17]=3[C:22]([F:25])([F:24])[F:23])=[O:15])[CH2:10][CH2:9]2)=[CH:4][CH:3]=1.[CH2:26]([S:32](Cl)(=[O:34])=[O:33])[CH2:27][CH2:28][CH2:29][CH2:30][CH3:31], predict the reaction product. The product is: [F:23][C:22]([F:25])([F:24])[C:17]1[CH:18]=[CH:19][CH:20]=[CH:21][C:16]=1[C:14]([N:11]1[CH2:10][CH2:9][N:8]([C:5]2[CH:4]=[CH:3][C:2]([NH:1][S:32]([CH2:26][CH2:27][CH2:28][CH2:29][CH2:30][CH3:31])(=[O:34])=[O:33])=[N:7][CH:6]=2)[CH2:13][CH2:12]1)=[O:15].